From a dataset of Peptide-MHC class I binding affinity with 185,985 pairs from IEDB/IMGT. Regression. Given a peptide amino acid sequence and an MHC pseudo amino acid sequence, predict their binding affinity value. This is MHC class I binding data. (1) The peptide sequence is ITPHCALM. The MHC is H-2-Kb with pseudo-sequence H-2-Kb. The binding affinity (normalized) is 0.457. (2) The peptide sequence is FTLVLLFLI. The MHC is H-2-Db with pseudo-sequence H-2-Db. The binding affinity (normalized) is 0.